Dataset: Catalyst prediction with 721,799 reactions and 888 catalyst types from USPTO. Task: Predict which catalyst facilitates the given reaction. (1) Reactant: [F:1][C:2]1[CH:3]=[CH:4][C:5]([N+:11]([O-:13])=[O:12])=[C:6]([CH:10]=1)[C:7](O)=[O:8].[NH3:14]. Product: [F:1][C:2]1[CH:3]=[CH:4][C:5]([N+:11]([O-:13])=[O:12])=[C:6]([C:7]([NH2:14])=[O:8])[CH:10]=1. The catalyst class is: 1. (2) Reactant: [OH:1][CH2:2][CH2:3][NH:4][S:5]([C:8]1[CH:13]=[CH:12][C:11]([C:14]2[C:15]3[C:16]4[CH2:29][CH2:28][CH2:27][C:17]=4[C:18](=[O:26])[NH:19][C:20]=3[CH:21]=[CH:22][C:23]=2[O:24][CH3:25])=[CH:10][CH:9]=1)(=[O:7])=[O:6].C(N(CC)CC)C.[CH3:37][S:38](Cl)(=[O:40])=[O:39]. Product: [CH3:37][S:38]([O:1][CH2:2][CH2:3][NH:4][S:5]([C:8]1[CH:13]=[CH:12][C:11]([C:14]2[C:15]3[C:16]4[CH2:29][CH2:28][CH2:27][C:17]=4[C:18](=[O:26])[NH:19][C:20]=3[CH:21]=[CH:22][C:23]=2[O:24][CH3:25])=[CH:10][CH:9]=1)(=[O:7])=[O:6])(=[O:40])=[O:39]. The catalyst class is: 7. (3) Reactant: [F:1][C:2]1[CH:3]=[C:4]([CH2:9][C:10](O)=[O:11])[CH:5]=[CH:6][C:7]=1[OH:8].B.CO. Product: [F:1][C:2]1[CH:3]=[C:4]([CH2:9][CH2:10][OH:11])[CH:5]=[CH:6][C:7]=1[OH:8]. The catalyst class is: 1. (4) Reactant: Cl[C:2]1[N:7]=[CH:6][NH:5][C:4]2=[N:8][CH:9]=[CH:10][C:3]=12.CCN(C(C)C)C(C)C.[NH2:20][C@@H:21]1[C:29]2[C:24](=[CH:25][CH:26]=[CH:27][CH:28]=2)[CH2:23][CH2:22]1. Product: [C@@H:21]1([NH:20][C:2]2[C:3]3[CH:10]=[CH:9][NH:8][C:4]=3[N:5]=[CH:6][N:7]=2)[C:29]2[C:24](=[CH:25][CH:26]=[CH:27][CH:28]=2)[CH2:23][CH2:22]1. The catalyst class is: 51.